This data is from Reaction yield outcomes from USPTO patents with 853,638 reactions. The task is: Predict the reaction yield, written as a fraction of the theoretical maximum amount of product (1.0 means a 100% yield; for example, 0.34 means a 34% yield). (1) The reactants are [CH3:1][C:2]1[NH:6][N:5]=[C:4]([NH2:7])[CH:3]=1.Br[C:9]1[C:10](=[O:17])[N:11]([CH3:16])[CH:12]=[C:13]([Br:15])[CH:14]=1.C(=O)([O-])[O-].[Cs+].[Cs+].CC1(C)C2C(=C(P(C3C=CC=CC=3)C3C=CC=CC=3)C=CC=2)OC2C(P(C3C=CC=CC=3)C3C=CC=CC=3)=CC=CC1=2. The catalyst is C1C=CC(/C=C/C(/C=C/C2C=CC=CC=2)=O)=CC=1.C1C=CC(/C=C/C(/C=C/C2C=CC=CC=2)=O)=CC=1.C1C=CC(/C=C/C(/C=C/C2C=CC=CC=2)=O)=CC=1.[Pd].[Pd].O1CCOCC1. The product is [Br:15][C:13]1[CH:14]=[C:9]([NH:7][C:4]2[CH:3]=[C:2]([CH3:1])[NH:6][N:5]=2)[C:10](=[O:17])[N:11]([CH3:16])[CH:12]=1. The yield is 0.350. (2) The reactants are [N+:1]([C:4]1[CH:5]=[C:6]([CH:8]=[CH:9][CH:10]=1)[NH2:7])([O-:3])=[O:2].Br[CH2:12][CH2:13][O:14][CH2:15][CH2:16]Br.C(N(CC)C(C)C)(C)C. The catalyst is CC(N(C)C)=O.C(Cl)Cl. The product is [N+:1]([C:4]1[CH:5]=[C:6]([N:7]2[CH2:16][CH2:15][O:14][CH2:13][CH2:12]2)[CH:8]=[CH:9][CH:10]=1)([O-:3])=[O:2]. The yield is 0.797. (3) The yield is 0.130. The product is [C:41]([C:39]1[CH:40]=[C:36]([NH:35][C:34]([NH:28][C@@H:21]2[C:22]3[C:27](=[CH:26][CH:25]=[CH:24][CH:23]=3)[C@H:18]([O:17][C:14]3[CH:15]=[CH:16][C:11]4[N:12]([C:8]([C:3]5([N:2]([CH3:29])[CH3:1])[CH2:7][CH2:6][CH2:5][CH2:4]5)=[N:9][N:10]=4)[CH:13]=3)[CH2:19][CH2:20]2)=[O:33])[N:37]([C:45]2[CH:50]=[CH:49][C:48]([CH3:51])=[CH:47][CH:46]=2)[N:38]=1)([CH3:44])([CH3:42])[CH3:43]. The reactants are [CH3:1][N:2]([CH3:29])[C:3]1([C:8]2[N:12]3[CH:13]=[C:14]([O:17][C@H:18]4[C:27]5[C:22](=[CH:23][CH:24]=[CH:25][CH:26]=5)[C@@H:21]([NH2:28])[CH2:20][CH2:19]4)[CH:15]=[CH:16][C:11]3=[N:10][N:9]=2)[CH2:7][CH2:6][CH2:5][CH2:4]1.ClC(Cl)(Cl)C[O:33][C:34](=O)[NH:35][C:36]1[N:37]([C:45]2[CH:50]=[CH:49][C:48]([CH3:51])=[CH:47][CH:46]=2)[N:38]=[C:39]([C:41]([CH3:44])([CH3:43])[CH3:42])[CH:40]=1.CCN(C(C)C)C(C)C.O. The catalyst is O1CCOCC1.CCOC(C)=O. (4) The reactants are [Br:1][C:2]1[CH:3]=[CH:4][C:5]([O:11][CH2:12][CH2:13]Br)=[C:6]([C:8](=[O:10])[CH3:9])[CH:7]=1.[H-].[Na+]. The catalyst is C1COCC1. The product is [Br:1][C:2]1[CH:3]=[CH:4][C:5]2[O:11][CH2:12][CH2:13][CH2:9][C:8](=[O:10])[C:6]=2[CH:7]=1. The yield is 0.800. (5) The yield is 0.908. The reactants are [Cl:1][C:2]1[CH:7]=[CH:6][C:5]([Cl:8])=[CH:4][C:3]=1[C:9]1([CH:14]=[O:15])[CH2:13][CH2:12][CH2:11][CH2:10]1.[BH4-].[Na+].C(OCC)(=O)C. The catalyst is CO.CCCCCC. The product is [Cl:1][C:2]1[CH:7]=[CH:6][C:5]([Cl:8])=[CH:4][C:3]=1[C:9]1([CH2:14][OH:15])[CH2:13][CH2:12][CH2:11][CH2:10]1. (6) The reactants are Br[CH2:2][C:3]1[CH:8]=[CH:7][C:6]([CH2:9][C:10]([OH:12])=O)=[CH:5][CH:4]=1.[NH3:13].CCO. No catalyst specified. The product is [NH2:13][CH2:2][C:3]1[CH:8]=[CH:7][C:6]([CH2:9][CH2:10][OH:12])=[CH:5][CH:4]=1. The yield is 0.770. (7) The reactants are [CH3:1][C:2]1[N:6]([CH2:7][C:8]([OH:10])=O)[N:5]=[C:4]([C:11]([F:14])([F:13])[F:12])[CH:3]=1.C(N(C(C)C)CC)(C)C.F[B-](F)(F)F.N1(OC(N(C)C)=[N+](C)C)C2C=CC=CC=2N=N1.Cl.[CH2:47]([O:49][C:50]([C:52]1[N:53]=[C:54]([CH:57]2[CH2:62][CH2:61][NH:60][CH2:59][CH2:58]2)[S:55][CH:56]=1)=[O:51])[CH3:48]. The catalyst is CN(C=O)C. The product is [CH2:47]([O:49][C:50]([C:52]1[N:53]=[C:54]([CH:57]2[CH2:62][CH2:61][N:60]([C:8](=[O:10])[CH2:7][N:6]3[C:2]([CH3:1])=[CH:3][C:4]([C:11]([F:14])([F:13])[F:12])=[N:5]3)[CH2:59][CH2:58]2)[S:55][CH:56]=1)=[O:51])[CH3:48]. The yield is 0.880.